Dataset: Reaction yield outcomes from USPTO patents with 853,638 reactions. Task: Predict the reaction yield, written as a fraction of the theoretical maximum amount of product (1.0 means a 100% yield; for example, 0.34 means a 34% yield). (1) The reactants are [CH3:1][C:2]1[O:6][C:5]([CH2:7][C:8]2[CH:13]=[CH:12][C:11]([CH2:14][C:15](Cl)=[N:16][OH:17])=[CH:10][CH:9]=2)=[CH:4][CH:3]=1.O1CCCC1.[C:24]([C:26]1[CH:27]=[CH:28][C:29]([NH2:32])=[N:30][CH:31]=1)#[CH:25].C(N(CC)CC)C. The catalyst is O. The product is [CH3:1][C:2]1[O:6][C:5]([CH2:7][C:8]2[CH:13]=[CH:12][C:11]([CH2:14][C:15]3[CH:25]=[C:24]([C:26]4[CH:27]=[CH:28][C:29]([NH2:32])=[N:30][CH:31]=4)[O:17][N:16]=3)=[CH:10][CH:9]=2)=[CH:4][CH:3]=1. The yield is 0.120. (2) The reactants are [F:1][C:2]1[CH:3]=[C:4]([C:8]2[N:13]=[C:12]([NH2:14])[CH:11]=[N:10][CH:9]=2)[CH:5]=[CH:6][CH:7]=1.[Br:15]N1C(=O)CCC1=O. The catalyst is CS(C)=O.O. The product is [Br:15][C:9]1[N:10]=[CH:11][C:12]([NH2:14])=[N:13][C:8]=1[C:4]1[CH:5]=[CH:6][CH:7]=[C:2]([F:1])[CH:3]=1. The yield is 0.850. (3) No catalyst specified. The product is [CH:12]([C:2]1[N:7]=[N:6][C:5]2[O:8][CH2:9][CH2:10][O:11][C:4]=2[CH:3]=1)=[CH2:15]. The reactants are Cl[C:2]1[N:7]=[N:6][C:5]2[O:8][CH2:9][CH2:10][O:11][C:4]=2[CH:3]=1.[CH2:12]([CH2:15]OC)OC. The yield is 0.500.